Dataset: Full USPTO retrosynthesis dataset with 1.9M reactions from patents (1976-2016). Task: Predict the reactants needed to synthesize the given product. (1) Given the product [CH3:12][O:11][C:6]1[CH:5]=[C:4]([CH2:3][C:1]([OH:15])=[O:13])[CH:9]=[C:8]([CH3:10])[CH:7]=1, predict the reactants needed to synthesize it. The reactants are: [C:1]([CH2:3][C:4]1[CH:9]=[C:8]([CH3:10])[CH:7]=[C:6]([O:11][CH3:12])[CH:5]=1)#N.[OH-:13].[Na+].[OH2:15]. (2) Given the product [O:26]1[C:25]2[CH:27]=[CH:28][CH:29]=[CH:30][C:24]=2[O:23][CH2:22][C@@H:21]1[C:18]1[CH:19]=[CH:20][C:15]([CH2:14][N:12]2[CH2:13][CH:10]([C:7]3[CH:6]=[CH:5][C:4]([C:3]([OH:31])=[O:2])=[CH:9][CH:8]=3)[CH2:11]2)=[CH:16][CH:17]=1, predict the reactants needed to synthesize it. The reactants are: C[O:2][C:3](=[O:31])[C:4]1[CH:9]=[CH:8][C:7]([CH:10]2[CH2:13][N:12]([CH2:14][C:15]3[CH:20]=[CH:19][C:18]([C@@H:21]4[O:26][C:25]5[CH:27]=[CH:28][CH:29]=[CH:30][C:24]=5[O:23][CH2:22]4)=[CH:17][CH:16]=3)[CH2:11]2)=[CH:6][CH:5]=1.O.[OH-].[Li+].Cl.